Dataset: Forward reaction prediction with 1.9M reactions from USPTO patents (1976-2016). Task: Predict the product of the given reaction. Given the reactants [Br:1][C:2]1[C:3](Cl)=[N:4][CH:5]=[CH:6][CH:7]=1.[CH3:9][C@H:10]1[CH2:15][NH:14][CH2:13][CH2:12][NH:11]1, predict the reaction product. The product is: [Br:1][C:2]1[C:3]([N:14]2[CH2:13][CH2:12][NH:11][C@@H:10]([CH3:9])[CH2:15]2)=[N:4][CH:5]=[CH:6][CH:7]=1.